The task is: Predict the reactants needed to synthesize the given product.. This data is from Full USPTO retrosynthesis dataset with 1.9M reactions from patents (1976-2016). (1) Given the product [Cl:24][C:2]1[S:3][C:4]2[CH:10]=[CH:9][C:8]([C:11]([OH:16])([CH2:14][CH3:15])[CH2:12][CH3:13])=[CH:7][C:5]=2[N:6]=1, predict the reactants needed to synthesize it. The reactants are: N[C:2]1[S:3][C:4]2[CH:10]=[CH:9][C:8]([C:11]([OH:16])([CH2:14][CH3:15])[CH2:12][CH3:13])=[CH:7][C:5]=2[N:6]=1.C(ON=O)(C)(C)C.[ClH:24]. (2) Given the product [O:32]([C:39]1[CH:44]=[CH:43][C:42]([S:45]([NH:24][CH2:8][CH2:9][CH2:10][NH:11][C:12]([P:14]([O:16][CH:17]([CH3:18])[CH3:19])([O:20][CH:21]([CH3:22])[CH3:23])=[O:15])=[O:13])(=[O:47])=[O:46])=[CH:41][CH:40]=1)[C:33]1[CH:34]=[CH:35][CH:36]=[CH:37][CH:38]=1, predict the reactants needed to synthesize it. The reactants are: C([CH:8]([NH2:24])[CH2:9][CH2:10][NH:11][C:12]([P:14]([O:20][CH:21]([CH3:23])[CH3:22])([O:16][CH:17]([CH3:19])[CH3:18])=[O:15])=[O:13])(OC(C)(C)C)=O.CCN(CC)CC.[O:32]([C:39]1[CH:44]=[CH:43][C:42]([S:45](Cl)(=[O:47])=[O:46])=[CH:41][CH:40]=1)[C:33]1[CH:38]=[CH:37][CH:36]=[CH:35][CH:34]=1. (3) Given the product [CH2:1]([O:3][C:4](=[O:14])[C:5]1[C:10]([Cl:11])=[CH:9][CH:8]=[C:7]([NH:12][S:18]([CH2:15][CH2:16][CH3:17])(=[O:20])=[O:19])[C:6]=1[F:13])[CH3:2], predict the reactants needed to synthesize it. The reactants are: [CH2:1]([O:3][C:4](=[O:14])[C:5]1[C:10]([Cl:11])=[CH:9][CH:8]=[C:7]([NH2:12])[C:6]=1[F:13])[CH3:2].[CH2:15]([S:18](Cl)(=[O:20])=[O:19])[CH2:16][CH3:17].O. (4) Given the product [Cl:1][C:2]1[CH:11]=[C:10]([NH:12][S:13]([CH3:16])(=[O:15])=[O:14])[CH:9]=[CH:8][C:3]=1[C:4]([NH:22][C:21]1[CH:23]=[CH:24][C:18]([Cl:17])=[C:19]([C:25]2[CH:30]=[CH:29][CH:28]=[CH:27][N:26]=2)[CH:20]=1)=[O:6], predict the reactants needed to synthesize it. The reactants are: [Cl:1][C:2]1[CH:11]=[C:10]([NH:12][S:13]([CH3:16])(=[O:15])=[O:14])[CH:9]=[CH:8][C:3]=1[C:4]([O:6]C)=O.[Cl:17][C:18]1[CH:24]=[CH:23][C:21]([NH2:22])=[CH:20][C:19]=1[C:25]1[CH:30]=[CH:29][CH:28]=[CH:27][N:26]=1.ClC1C=C(NS(C)(=O)=O)C=CC=1C(O)=O. (5) Given the product [C:1]([O:5][C:6](=[O:33])[NH:7][CH:8]1[CH2:13][CH2:12][CH:11]([NH:14][C:15](=[O:32])[C:16]2[CH:21]=[C:20]([O:22][C:35]3[CH:42]=[CH:41][C:38]([CH:39]=[O:40])=[CH:37][CH:36]=3)[CH:19]=[C:18]([O:23][C:24]3[CH:29]=[CH:28][C:27]([C:30]#[N:31])=[CH:26][CH:25]=3)[CH:17]=2)[CH2:10][CH2:9]1)([CH3:4])([CH3:2])[CH3:3], predict the reactants needed to synthesize it. The reactants are: [C:1]([O:5][C:6](=[O:33])[NH:7][CH:8]1[CH2:13][CH2:12][CH:11]([NH:14][C:15](=[O:32])[C:16]2[CH:21]=[C:20]([OH:22])[CH:19]=[C:18]([O:23][C:24]3[CH:29]=[CH:28][C:27]([C:30]#[N:31])=[CH:26][CH:25]=3)[CH:17]=2)[CH2:10][CH2:9]1)([CH3:4])([CH3:3])[CH3:2].F[C:35]1[CH:42]=[CH:41][C:38]([CH:39]=[O:40])=[CH:37][CH:36]=1. (6) Given the product [NH:9]1[CH:10]=[CH:11][N:12]=[C:8]1[C:7]1[C:2]([CH3:1])=[N:3][CH:4]=[CH:5][CH:6]=1, predict the reactants needed to synthesize it. The reactants are: [CH3:1][C:2]1[C:7]([C:8]#[N:9])=[CH:6][CH:5]=[CH:4][N:3]=1.[CH2:10](N)[CH2:11][NH2:12].[S].[Mn]([O-])(=O)(=O)=O.[K+].[Si](=O)=O. (7) Given the product [C:17]([O:21][C:22]([N:24]1[CH2:29][CH2:28][CH:27]([O:10][C:5]2[CH:4]=[CH:3][C:2]([I:1])=[CH:9][C:6]=2[CH:7]=[O:8])[CH2:26][CH2:25]1)=[O:23])([CH3:20])([CH3:18])[CH3:19], predict the reactants needed to synthesize it. The reactants are: [I:1][C:2]1[CH:9]=[C:6]([CH:7]=[O:8])[C:5]([OH:10])=[CH:4][CH:3]=1.C([O-])([O-])=O.[K+].[K+].[C:17]([O:21][C:22]([N:24]1[CH2:29][CH2:28][CH:27](OS(C2C=CC(C)=CC=2)(=O)=O)[CH2:26][CH2:25]1)=[O:23])([CH3:20])([CH3:19])[CH3:18].